Task: Predict the reactants needed to synthesize the given product.. Dataset: Full USPTO retrosynthesis dataset with 1.9M reactions from patents (1976-2016) (1) Given the product [CH:18]12[NH:23][CH:21]([CH2:20][CH2:19]1)[CH2:22][C:16](=[C:7]1[C:6]3[CH:5]=[CH:4][CH:3]=[C:2]([NH:1][C:31]4[CH:32]=[N:33][CH:34]=[CH:35][CH:36]=4)[C:15]=3[O:40][C:38]3[C:41]1=[CH:44][CH:45]=[CH:46][CH:39]=3)[CH2:17]2, predict the reactants needed to synthesize it. The reactants are: [NH2:1][C:2]1[C:15]2OC3C(=CC=CC=3)[C:7](=[C:16]3[CH2:22][CH:21]4[N:23](C(=O)C(F)(F)F)[CH:18]([CH2:19][CH2:20]4)[CH2:17]3)[C:6]=2[CH:5]=[CH:4][CH:3]=1.Br[C:31]1[CH:32]=[N:33][CH:34]=[CH:35][CH:36]=1.C[C:38]([CH3:41])([O-:40])[CH3:39].[K+].O1C[CH2:46][CH2:45][CH2:44]1.CC1(C)C2C(=C(P(C3C=CC=CC=3)C3C=CC=CC=3)C=CC=2)OC2C(P(C3C=CC=CC=3)C3C=CC=CC=3)=CC=CC1=2. (2) Given the product [CH2:1]([O:8][CH2:9][C:10]1[C@@H:11]([OH:34])[CH2:12][C@H:13]([C:15]2[CH:16]=[N:17][N:18]3[C:23]([NH:24][C@@H:25]4[C:33]5[C:28](=[CH:29][CH:30]=[CH:31][CH:32]=5)[CH2:27][CH2:26]4)=[N:22][CH:21]=[N:20][C:19]=23)[CH:14]=1)[C:2]1[CH:7]=[CH:6][CH:5]=[CH:4][CH:3]=1, predict the reactants needed to synthesize it. The reactants are: [CH2:1]([O:8][CH2:9][C:10]1[C@H:11]([OH:34])[CH2:12][C@H:13]([C:15]2[CH:16]=[N:17][N:18]3[C:23]([NH:24][C@@H:25]4[C:33]5[C:28](=[CH:29][CH:30]=[CH:31][CH:32]=5)[CH2:27][CH2:26]4)=[N:22][CH:21]=[N:20][C:19]=23)[CH:14]=1)[C:2]1[CH:7]=[CH:6][CH:5]=[CH:4][CH:3]=1.[N+](C1C=CC(C(O)=O)=CC=1)([O-])=O.C1(P(C2C=CC=CC=2)C2C=CC=CC=2)C=CC=CC=1.N(C(OCC)=O)=NC(OCC)=O.[OH-].[Na+]. (3) Given the product [CH3:42][O:41][C:39](=[O:40])[CH2:38][C@H:36]1[CH2:37][C@@H:32]([CH2:31][CH2:30][C:13]2[N:12]([CH:45]([CH3:46])[CH3:47])[CH:11]=[C:15]([C:16]3[CH:17]=[CH:18][C:19]([F:22])=[CH:20][CH:21]=3)[C:14]=2[C:23]2[CH:28]=[CH:27][C:26]([F:29])=[CH:25][CH:24]=2)[O:33][C:34]([CH3:43])([CH3:44])[O:35]1, predict the reactants needed to synthesize it. The reactants are: C(OC([C:11]1[N:12]([CH:45]([CH3:47])[CH3:46])[C:13]([CH:30]=[CH:31][C@H:32]2[CH2:37][C@H:36]([CH2:38][C:39]([O:41][CH3:42])=[O:40])[O:35][C:34]([CH3:44])([CH3:43])[O:33]2)=[C:14]([C:23]2[CH:28]=[CH:27][C:26]([F:29])=[CH:25][CH:24]=2)[C:15]=1[C:16]1[CH:21]=[CH:20][C:19]([F:22])=[CH:18][CH:17]=1)=O)C1C=CC=CC=1. (4) Given the product [C:1]([O:6][CH2:7][CH:8]([CH2:15][CH3:16])[CH2:9][CH2:10][CH2:11][CH3:12])(=[O:5])[C:2]([CH3:4])=[CH2:3], predict the reactants needed to synthesize it. The reactants are: [C:1]([O:6][CH:7](CC)[CH2:8][CH2:9][CH2:10][CH2:11][CH3:12])(=[O:5])[C:2]([CH3:4])=[CH2:3].[CH2:15]1C[C@H]2N(C[C@H]3[C@@H]4CCCCN4C[C@@H]2C3)C[CH2:16]1.BrC(C)(C)C(OCC)=O.C(C1C=CC=CC=1C=C)=C.